This data is from Catalyst prediction with 721,799 reactions and 888 catalyst types from USPTO. The task is: Predict which catalyst facilitates the given reaction. The catalyst class is: 6. Reactant: [OH-].[Na+].Br[CH:4]([CH:8](Br)C(O)=O)[C:5]([OH:7])=[O:6].[Cl:13][C:14]1[CH:15]=[C:16]2[C:21](=[CH:22][CH:23]=1)[CH:20]=[C:19]([S:24]([O-:26])=[O:25])[CH:18]=[CH:17]2.[Na+]. Product: [Cl:13][C:14]1[CH:15]=[C:16]2[C:21](=[CH:22][CH:23]=1)[CH:20]=[C:19]([S:24](/[CH:8]=[CH:4]/[C:5]([OH:7])=[O:6])(=[O:26])=[O:25])[CH:18]=[CH:17]2.